This data is from Catalyst prediction with 721,799 reactions and 888 catalyst types from USPTO. The task is: Predict which catalyst facilitates the given reaction. (1) Reactant: [CH3:1][NH:2][S:3]([C:6]1[CH:7]=[C:8]([NH:12][C:13]2[N:18]=[CH:17][N:16]=[C:15]([NH:19][C:20]3[CH:25]=[CH:24][C:23]([C:26]([NH:28][CH2:29][C:30]([O-:32])=[O:31])=[O:27])=[CH:22][CH:21]=3)[CH:14]=2)[CH:9]=[CH:10][CH:11]=1)(=[O:5])=[O:4].[Li+].[OH-]. Product: [CH3:1][NH:2][S:3]([C:6]1[CH:7]=[C:8]([NH:12][C:13]2[N:18]=[CH:17][N:16]=[C:15]([NH:19][C:20]3[CH:25]=[CH:24][C:23]([C:26]([NH:28][CH2:29][C:30]([OH:32])=[O:31])=[O:27])=[CH:22][CH:21]=3)[CH:14]=2)[CH:9]=[CH:10][CH:11]=1)(=[O:4])=[O:5]. The catalyst class is: 72. (2) Reactant: [CH3:1][O:2][CH2:3][C:4]1[N:5]=[C:6]([NH:18][C:19](=[O:21])[CH3:20])[S:7][C:8]=1[C:9]1[S:10][C:11]2[CH:12]=[N:13][CH:14]=[CH:15][C:16]=2[N:17]=1.C([O-])([O-])=O.[Cs+].[Cs+].CN(C=O)C.[F:33][C:34]([F:58])([F:57])[C:35]1[CH:56]=[CH:55][C:38]([CH2:39][CH:40]2[CH2:42][N@@:41]2[S:43]([C:46]2[CH:51]=[CH:50][C:49]([N+:52]([O-:54])=[O:53])=[CH:48][CH:47]=2)(=[O:45])=[O:44])=[CH:37][CH:36]=1. Product: [CH3:1][O:2][CH2:3][C:4]1[N:5]=[C:6]([N:18]([CH2:42][C@@H:40]([NH:41][S:43]([C:46]2[CH:47]=[CH:48][C:49]([N+:52]([O-:54])=[O:53])=[CH:50][CH:51]=2)(=[O:44])=[O:45])[CH2:39][C:38]2[CH:55]=[CH:56][C:35]([C:34]([F:57])([F:33])[F:58])=[CH:36][CH:37]=2)[C:19](=[O:21])[CH3:20])[S:7][C:8]=1[C:9]1[S:10][C:11]2[CH:12]=[N:13][CH:14]=[CH:15][C:16]=2[N:17]=1. The catalyst class is: 61.